Dataset: Forward reaction prediction with 1.9M reactions from USPTO patents (1976-2016). Task: Predict the product of the given reaction. (1) Given the reactants Br[C:2]1[CH:11]=[C:10]2[C:5]([CH:6]=[CH:7][C:8]([C:12]3[CH:17]=[CH:16][CH:15]=[CH:14][CH:13]=3)=[N:9]2)=[CH:4][CH:3]=1.[CH:18]([Li])(CC)C.C1CCCCC1.CN(C=O)C.[NH2:34][CH:35]([C:42]1[CH:47]=[CH:46][CH:45]=[CH:44][CH:43]=1)[C:36]1[CH:41]=[CH:40][CH:39]=[CH:38][CH:37]=1, predict the reaction product. The product is: [C:42]1([CH:35]([C:36]2[CH:41]=[CH:40][CH:39]=[CH:38][CH:37]=2)[N:34]=[CH:18][C:2]2[CH:11]=[C:10]3[C:5]([CH:6]=[CH:7][C:8]([C:12]4[CH:17]=[CH:16][CH:15]=[CH:14][CH:13]=4)=[N:9]3)=[CH:4][CH:3]=2)[CH:47]=[CH:46][CH:45]=[CH:44][CH:43]=1. (2) Given the reactants [CH3:1][O:2][CH2:3][CH2:4][CH2:5][S:6][C:7]1[CH:8]=[C:9]([O:29][C:30]2[C:31]([CH3:36])=[N:32][CH:33]=[CH:34][CH:35]=2)[C:10]([NH:13][C:14]2[S:18][N:17]=[C:16]([C@H:19]3[CH2:23][O:22]C4(CCCCC4)[O:20]3)[N:15]=2)=[N:11][CH:12]=1.[ClH:37].C(=O)([O-])[O-].[Na+].[Na+], predict the reaction product. The product is: [ClH:37].[CH3:1][O:2][CH2:3][CH2:4][CH2:5][S:6][C:7]1[CH:8]=[C:9]([O:29][C:30]2[C:31]([CH3:36])=[N:32][CH:33]=[CH:34][CH:35]=2)[C:10]([NH:13][C:14]2[S:18][N:17]=[C:16]([C@H:19]([OH:20])[CH2:23][OH:22])[N:15]=2)=[N:11][CH:12]=1. (3) Given the reactants Br[C:2]1[CH:8]=[CH:7][C:5]([NH2:6])=[CH:4][CH:3]=1.[Cl:9][C:10]1[CH:15]=[C:14]([C:16]([F:19])([F:18])[F:17])[CH:13]=[CH:12][C:11]=1B(O)O.BrC1C=CC(N)=CC=1Cl.FC(F)(F)C1C=CC(B(O)O)=CC=1, predict the reaction product. The product is: [Cl:9][C:10]1[CH:15]=[C:14]([C:16]([F:17])([F:18])[F:19])[CH:13]=[CH:12][C:11]=1[C:2]1[CH:8]=[CH:7][C:5]([NH2:6])=[CH:4][CH:3]=1. (4) Given the reactants F[C:2]1[CH:7]=[C:6]([F:8])[CH:5]=[CH:4][C:3]=1[C:9]1[N:14]=[CH:13][N:12]=[C:11]([NH:15][C:16]2[CH:17]=[C:18]([CH:29]=[CH:30][CH:31]=2)[CH2:19][S:20](=[N:23]C(=O)OCC)([CH3:22])=[O:21])[N:10]=1.[O:32]1[CH:36]=[CH:35][C:34]([CH2:37][OH:38])=[N:33]1, predict the reaction product. The product is: [F:8][C:6]1[CH:5]=[CH:4][C:3]([C:9]2[N:14]=[CH:13][N:12]=[C:11]([NH:15][C:16]3[CH:31]=[CH:30][CH:29]=[C:18]([CH2:19][S:20]([CH3:22])(=[NH:23])=[O:21])[CH:17]=3)[N:10]=2)=[C:2]([O:38][CH2:37][C:34]2[CH:35]=[CH:36][O:32][N:33]=2)[CH:7]=1. (5) Given the reactants [Br:1][C:2]1[C:3]([CH3:9])=[CH:4][C:5]([NH2:8])=[N:6][CH:7]=1.[I:10]N1C(=O)CCC1=O.FC(F)(F)C(O)=O.N, predict the reaction product. The product is: [Br:1][C:2]1[C:3]([CH3:9])=[C:4]([I:10])[C:5]([NH2:8])=[N:6][CH:7]=1. (6) Given the reactants [NH2:1][C:2]1[CH:3]=[CH:4][C:5]([N:10]2[CH2:15][CH2:14][N:13]([CH:16]([C:23]3[CH:28]=[CH:27][CH:26]=[CH:25][CH:24]=3)[C:17]3[CH:18]=[N:19][CH:20]=[CH:21][CH:22]=3)[CH2:12][CH2:11]2)=[C:6]([CH:9]=1)[C:7]#[N:8].C(N(CC)CC)C.[CH2:36]([CH:38]([CH2:42][CH3:43])[C:39](Cl)=[O:40])[CH3:37], predict the reaction product. The product is: [C:7]([C:6]1[CH:9]=[C:2]([NH:1][C:39](=[O:40])[CH:38]([CH2:42][CH3:43])[CH2:36][CH3:37])[CH:3]=[CH:4][C:5]=1[N:10]1[CH2:11][CH2:12][N:13]([CH:16]([C:23]2[CH:24]=[CH:25][CH:26]=[CH:27][CH:28]=2)[C:17]2[CH:18]=[N:19][CH:20]=[CH:21][CH:22]=2)[CH2:14][CH2:15]1)#[N:8]. (7) Given the reactants N([O-])=O.[Na+].N[C:6]1[CH:7]=[CH:8][C:9]([N:12]2[CH2:17][CH2:16][N:15]([C:18]([O:20][CH2:21][C:22]([NH:24][CH3:25])=[O:23])=[O:19])[CH2:14][CH2:13]2)=[N:10][CH:11]=1.[I-:26].[K+].C(=O)(O)[O-].[Na+], predict the reaction product. The product is: [I:26][C:6]1[CH:7]=[CH:8][C:9]([N:12]2[CH2:17][CH2:16][N:15]([C:18]([O:20][CH2:21][C:22]([NH:24][CH3:25])=[O:23])=[O:19])[CH2:14][CH2:13]2)=[N:10][CH:11]=1.